Dataset: Forward reaction prediction with 1.9M reactions from USPTO patents (1976-2016). Task: Predict the product of the given reaction. (1) Given the reactants [CH2:1]([O:4][CH2:5][CH2:6][N:7]1[C:19]2[C:18]3[CH:17]=[CH:16][CH:15]=[CH:14][C:13]=3[N:12]=[C:11]([NH2:20])[C:10]=2[N:9]=[CH:8]1)[C:2]#[CH:3].[C:21]1([O:27][C:28]2[CH:33]=[CH:32][C:31](I)=[CH:30][CH:29]=2)[CH:26]=[CH:25][CH:24]=[CH:23][CH:22]=1.[OH-].[Na+], predict the reaction product. The product is: [O:27]([C:28]1[CH:29]=[CH:30][C:31]([C:3]#[C:2][CH2:1][O:4][CH2:5][CH2:6][N:7]2[C:19]3[C:18]4[CH:17]=[CH:16][CH:15]=[CH:14][C:13]=4[N:12]=[C:11]([NH2:20])[C:10]=3[N:9]=[CH:8]2)=[CH:32][CH:33]=1)[C:21]1[CH:26]=[CH:25][CH:24]=[CH:23][CH:22]=1. (2) Given the reactants [NH2:1][C:2]1[CH:11]=[C:10]([Br:12])[CH:9]=[C:8]([F:13])[C:3]=1[C:4]([O:6][CH3:7])=[O:5].C1C(=O)N([Cl:21])C(=O)C1, predict the reaction product. The product is: [NH2:1][C:2]1[C:3]([C:4]([O:6][CH3:7])=[O:5])=[C:8]([F:13])[C:9]([Cl:21])=[C:10]([Br:12])[CH:11]=1. (3) Given the reactants [OH:1][C:2]1[CH:3]=[C:4]([C:8]2[S:9][C:10]([CH3:16])=[CH:11][C:12]=2[C:13]([NH2:15])=[O:14])[CH:5]=[CH:6][CH:7]=1.[CH:17]1([N:23]=[C:24]=[O:25])[CH2:22][CH2:21][CH2:20][CH2:19][CH2:18]1, predict the reaction product. The product is: [C:13]([C:12]1[CH:11]=[C:10]([CH3:16])[S:9][C:8]=1[C:4]1[CH:3]=[C:2]([O:1][C:24](=[O:25])[NH:23][CH:17]2[CH2:22][CH2:21][CH2:20][CH2:19][CH2:18]2)[CH:7]=[CH:6][CH:5]=1)(=[O:14])[NH2:15]. (4) Given the reactants N[C:2]1C=C(C#N)C=CC=1NC1N=CC(CC(N)=O)=C(NCC2C=C(F)C=C(F)C=2)C=1.[NH2:31][C:32]1[CH:37]=[CH:36][C:35]([C:38]#[N:39])=[CH:34][C:33]=1[NH:40][C:41]1[N:46]=[CH:45][C:44]([CH2:47][C:48]([NH2:50])=[O:49])=[C:43]([NH:51][CH2:52][C:53]2[CH:58]=[C:57]([F:59])[CH:56]=[C:55]([F:60])[CH:54]=2)[CH:42]=1, predict the reaction product. The product is: [C:38]([C:35]1[CH:36]=[CH:37][C:32]2[N:31]=[CH:2][N:40]([C:41]3[N:46]=[CH:45][C:44]([CH2:47][C:48]([NH2:50])=[O:49])=[C:43]([NH:51][CH2:52][C:53]4[CH:54]=[C:55]([F:60])[CH:56]=[C:57]([F:59])[CH:58]=4)[CH:42]=3)[C:33]=2[CH:34]=1)#[N:39]. (5) Given the reactants [CH3:1][C:2]1[N:7]=[C:6]([C:8]2[CH:13]=[CH:12][CH:11]=[C:10]([C:14]3[CH:15]=[C:16]([S:20](Cl)(=[O:22])=[O:21])[CH:17]=[CH:18][CH:19]=3)[N:9]=2)[CH:5]=[C:4]([C:24]2[CH:29]=[CH:28][C:27]([C:30]([F:33])([F:32])[F:31])=[CH:26][CH:25]=2)[CH:3]=1.[NH:34]1[CH2:39][CH2:38][S:37](=[O:41])(=[O:40])[CH2:36][CH2:35]1.CCN(CC)CC, predict the reaction product. The product is: [O:40]=[S:37]1(=[O:41])[CH2:38][CH2:39][N:34]([S:20]([C:16]2[CH:15]=[C:14]([C:10]3[N:9]=[C:8]([C:6]4[CH:5]=[C:4]([C:24]5[CH:29]=[CH:28][C:27]([C:30]([F:31])([F:33])[F:32])=[CH:26][CH:25]=5)[CH:3]=[C:2]([CH3:1])[N:7]=4)[CH:13]=[CH:12][CH:11]=3)[CH:19]=[CH:18][CH:17]=2)(=[O:22])=[O:21])[CH2:35][CH2:36]1. (6) Given the reactants Cl.[C:2]([C:4]1[CH:9]=[CH:8][C:7]([CH2:10][C:11]([NH:13][C:14]2[CH:19]=[C:18]([C:20]([C:22]3[C:30]4[CH:29]=[N:28][CH:27]=[N:26][C:25]=4[N:24]([C:31]([CH3:42])([CH3:41])[CH2:32][O:33][Si](C(C)(C)C)(C)C)[CH:23]=3)=[O:21])[CH:17]=[CH:16][N:15]=2)=[O:12])=[CH:6][CH:5]=1)#[N:3].[OH-].[Na+].C(Cl)Cl, predict the reaction product. The product is: [C:2]([C:4]1[CH:9]=[CH:8][C:7]([CH2:10][C:11]([NH:13][C:14]2[CH:19]=[C:18]([C:20]([C:22]3[C:30]4[CH:29]=[N:28][CH:27]=[N:26][C:25]=4[N:24]([C:31]([CH3:42])([CH3:41])[CH2:32][OH:33])[CH:23]=3)=[O:21])[CH:17]=[CH:16][N:15]=2)=[O:12])=[CH:6][CH:5]=1)#[N:3]. (7) Given the reactants [F:1][C:2]1[CH:3]=[C:4]2[C:13](=[CH:14][CH:15]=1)[C:12]1[CH:11]=[CH:10][CH:9]=[CH:8][C:7]=1[N:6]([S:16]([C:19]1[CH:24]=[CH:23][C:22]([O:25]C)=[C:21]([CH3:27])[CH:20]=1)(=[O:18])=[O:17])[CH:5]2[CH3:28].B(Cl)(Cl)Cl.ClCCl.C(=O)(O)[O-].[Na+], predict the reaction product. The product is: [F:1][C:2]1[CH:3]=[C:4]2[C:13](=[CH:14][CH:15]=1)[C:12]1[CH:11]=[CH:10][CH:9]=[CH:8][C:7]=1[N:6]([S:16]([C:19]1[CH:24]=[CH:23][C:22]([OH:25])=[C:21]([CH3:27])[CH:20]=1)(=[O:18])=[O:17])[CH:5]2[CH3:28]. (8) The product is: [NH2:22][C:14]1[C:15]([N+:17]([O-:19])=[O:18])=[CH:16][C:11]([CH:6]([O:5][C:1]([CH3:4])([CH3:3])[CH3:2])[C:7]([O:9][CH3:10])=[O:8])=[C:12]([Cl:21])[CH:13]=1. Given the reactants [C:1]([O:5][CH:6]([C:11]1[CH:16]=[C:15]([N+:17]([O-:19])=[O:18])[C:14](F)=[CH:13][C:12]=1[Cl:21])[C:7]([O:9][CH3:10])=[O:8])([CH3:4])([CH3:3])[CH3:2].[NH3:22], predict the reaction product. (9) Given the reactants [F:1][C:2]1[CH:3]=[CH:4][C:5]([N+:9]([O-:11])=[O:10])=[C:6]([OH:8])[CH:7]=1.[CH:12]1(O)[CH2:16][CH2:15][CH:14]=[CH:13]1.C1(P(C2C=CC=CC=2)C2C=CC=CC=2)C=CC=CC=1, predict the reaction product. The product is: [CH:16]1([O:8][C:6]2[CH:7]=[C:2]([F:1])[CH:3]=[CH:4][C:5]=2[N+:9]([O-:11])=[O:10])[CH2:15][CH2:14][CH:13]=[CH:12]1. (10) The product is: [C:1]([O:5][C:6]([N:8]1[CH2:13][C@H:12]([CH2:14][N:15]2[CH2:23][C:22]3[C:17](=[CH:18][C:19]([C:24]#[N:25])=[CH:20][CH:21]=3)[C:16]2=[O:26])[NH:11][CH2:10][C@H:9]1[CH3:38])=[O:7])([CH3:4])([CH3:2])[CH3:3]. Given the reactants [C:1]([O:5][C:6]([N:8]1[CH2:13][C@H:12]([CH2:14][N:15]2[CH2:23][C:22]3[C:17](=[CH:18][C:19]([C:24]#[N:25])=[CH:20][CH:21]=3)[C:16]2=[O:26])[N:11](CC2C=CC(OC)=CC=2OC)[CH2:10][C@H:9]1[CH3:38])=[O:7])([CH3:4])([CH3:3])[CH3:2].CCN(CC)CC.CC(OC(OC(OC(C)(C)C)=O)=O)(C)C, predict the reaction product.